From a dataset of Forward reaction prediction with 1.9M reactions from USPTO patents (1976-2016). Predict the product of the given reaction. Given the reactants C([O:3][C:4](=[O:13])[CH2:5][C:6]1[CH:11]=[C:10]([CH3:12])[CH:9]=[CH:8][N:7]=1)C.[OH-].[Na+], predict the reaction product. The product is: [CH3:12][C:10]1[CH:9]=[CH:8][N:7]=[C:6]([CH2:5][C:4]([OH:13])=[O:3])[CH:11]=1.